From a dataset of Catalyst prediction with 721,799 reactions and 888 catalyst types from USPTO. Predict which catalyst facilitates the given reaction. (1) Reactant: C([N:8]1[CH2:13][CH2:12][C:11]([OH:18])([C:14]([O:16][CH3:17])=[O:15])[CH2:10][CH2:9]1)C1C=CC=CC=1.Cl[C:20]1[C:25]([Cl:26])=[CH:24][CH:23]=[CH:22][N:21]=1.C(=O)([O-])[O-].[K+].[K+]. Product: [Cl:26][C:25]1[C:20]([N:8]2[CH2:9][CH2:10][C:11]([OH:18])([C:14]([O:16][CH3:17])=[O:15])[CH2:12][CH2:13]2)=[N:21][CH:22]=[CH:23][CH:24]=1. The catalyst class is: 3. (2) Reactant: [Cl:1][C:2]1[N:3]=[C:4]([CH3:16])[NH:5][C:6]=1[CH2:7][O:8]CC1C=CC=CC=1.CS(O)(=O)=O.[OH-].[Na+]. Product: [Cl:1][C:2]1[N:3]=[C:4]([CH3:16])[NH:5][C:6]=1[CH2:7][OH:8]. The catalyst class is: 22. (3) Reactant: [CH:1](=O)[C:2]1[CH:7]=[CH:6][CH:5]=[CH:4][CH:3]=1.[CH3:9][O:10][C:11]1[CH:17]=[CH:16][C:14]([NH2:15])=[CH:13][CH:12]=1.C(N(CC)CC)C.[C:25]([O:28][CH2:29][C:30](Cl)=[O:31])(=[O:27])[CH3:26]. Product: [CH3:9][O:10][C:11]1[CH:17]=[CH:16][C:14]([N:15]2[C@H:1]([C:2]3[CH:7]=[CH:6][CH:5]=[CH:4][CH:3]=3)[C@H:29]([O:28][C:25](=[O:27])[CH3:26])[C:30]2=[O:31])=[CH:13][CH:12]=1. The catalyst class is: 635.